From a dataset of Forward reaction prediction with 1.9M reactions from USPTO patents (1976-2016). Predict the product of the given reaction. (1) Given the reactants [Cl:1][C:2]1[CH:18]=[CH:17][C:16]([Cl:19])=[CH:15][C:3]=1[O:4][C:5]1[N:13]=[CH:12][C:11]([F:14])=[CH:10][C:6]=1[C:7]([OH:9])=O.C[C:21]1[CH:22]=[C:23]2[C:28](=[CH:29][CH:30]=1)[NH:27][CH2:26][CH2:25]C2.C(NC1C=CC=CC=1)C, predict the reaction product. The product is: [Cl:1][C:2]1[CH:18]=[CH:17][C:16]([Cl:19])=[CH:15][C:3]=1[O:4][C:5]1[N:13]=[CH:12][C:11]([F:14])=[CH:10][C:6]=1[C:7]([N:27]([CH2:26][CH3:25])[C:28]1[CH:29]=[CH:30][CH:21]=[CH:22][CH:23]=1)=[O:9]. (2) Given the reactants [CH2:1]([NH2:4])[CH2:2][NH2:3].[C:5]([O:9][C:10](O[C:10]([O:9][C:5]([CH3:8])([CH3:7])[CH3:6])=[O:11])=[O:11])([CH3:8])([CH3:7])[CH3:6].O, predict the reaction product. The product is: [C:5]([O:9][C:10]([NH:3][CH2:2][CH2:1][NH2:4])=[O:11])([CH3:8])([CH3:7])[CH3:6]. (3) The product is: [OH:8][C@@H:9]1[C@@:44]2([CH3:45])[C:13](=[CH:14][CH:15]=[C:16]3[C@@H:43]2[CH2:42][CH2:41][C@@:40]2([CH3:46])[C@H:17]3[CH2:18][CH:19]=[C:20]2[C@@H:21]([O:23][CH2:24]/[CH:25]=[CH:26]\[C:27]([CH2:38][CH3:39])([OH:30])[CH2:28][CH3:29])[CH3:22])[CH2:12][C@@H:11]([OH:47])[CH2:10]1. Given the reactants [Si]([O:8][C@@H:9]1[C@@:44]2([CH3:45])[C:13](=[CH:14][CH:15]=[C:16]3[C@@H:43]2[CH2:42][CH2:41][C@@:40]2([CH3:46])[C@H:17]3[CH2:18][CH:19]=[C:20]2[C@@H:21]([O:23][CH2:24]/[CH:25]=[CH:26]\[C:27]([CH2:38][CH3:39])([O:30][Si](CC)(CC)CC)[CH2:28][CH3:29])[CH3:22])[CH2:12][C@@H:11]([O:47][Si](C(C)(C)C)(C)C)[CH2:10]1)(C(C)(C)C)(C)C.[F-].C([N+](CCCC)(CCCC)CCCC)CCC, predict the reaction product. (4) Given the reactants [CH3:1][C:2]1[C:7]([CH3:8])=[N:6][CH:5]=[CH:4][N+:3]=1[O-].[OH-].[K+].O=P(Cl)(Cl)[Cl:14], predict the reaction product. The product is: [Cl:14][C:5]1[N:6]=[C:7]([CH3:8])[C:2]([CH3:1])=[N:3][CH:4]=1. (5) Given the reactants C([O-])(=O)C.[NH4+].C([BH3-])#[N:7].[Na+].O=[C:11]([CH3:23])[CH2:12][CH2:13][CH2:14][CH2:15][C:16]([O:18][C:19]([CH3:22])([CH3:21])[CH3:20])=[O:17].[Cl-].[Na+], predict the reaction product. The product is: [NH2:7][CH:15]([CH2:14][CH2:13][CH2:12][CH2:11][CH3:23])[C:16]([O:18][C:19]([CH3:22])([CH3:21])[CH3:20])=[O:17]. (6) Given the reactants Cl[C:2]1[C:14]2[C:13]3[CH:12]=[C:11]([F:15])[CH:10]=[CH:9][C:8]=3[NH:7][C:6]=2[C:5]([C:16]#[N:17])=[CH:4][N:3]=1.C1C=CC(P(C2C(C3C(P(C4C=CC=CC=4)C4C=CC=CC=4)=CC=C4C=3C=CC=C4)=C3C(C=CC=C3)=CC=2)C2C=CC=CC=2)=CC=1.CC([O-])(C)C.[K+].[Si:70]([O:77][CH:78]1[CH2:83][CH2:82][CH:81]([NH2:84])[CH2:80][CH:79]1[F:85])([C:73]([CH3:76])([CH3:75])[CH3:74])([CH3:72])[CH3:71], predict the reaction product. The product is: [Si:70]([O:77][CH:78]1[CH2:83][CH2:82][CH:81]([NH:84][C:2]2[C:14]3[C:13]4[CH:12]=[C:11]([F:15])[CH:10]=[CH:9][C:8]=4[NH:7][C:6]=3[C:5]([C:16]#[N:17])=[CH:4][N:3]=2)[CH2:80][CH:79]1[F:85])([C:73]([CH3:76])([CH3:75])[CH3:74])([CH3:72])[CH3:71].